From a dataset of NCI-60 drug combinations with 297,098 pairs across 59 cell lines. Regression. Given two drug SMILES strings and cell line genomic features, predict the synergy score measuring deviation from expected non-interaction effect. (1) Drug 1: C1=NC2=C(N=C(N=C2N1C3C(C(C(O3)CO)O)F)Cl)N. Drug 2: C1CCC(C(C1)N)N.C(=O)(C(=O)[O-])[O-].[Pt+4]. Cell line: NCI/ADR-RES. Synergy scores: CSS=57.2, Synergy_ZIP=-2.05, Synergy_Bliss=-0.198, Synergy_Loewe=-19.3, Synergy_HSA=5.49. (2) Drug 1: C1CC(=O)NC(=O)C1N2CC3=C(C2=O)C=CC=C3N. Drug 2: CC1CCC2CC(C(=CC=CC=CC(CC(C(=O)C(C(C(=CC(C(=O)CC(OC(=O)C3CCCCN3C(=O)C(=O)C1(O2)O)C(C)CC4CCC(C(C4)OC)OCCO)C)C)O)OC)C)C)C)OC. Cell line: SN12C. Synergy scores: CSS=22.7, Synergy_ZIP=-7.43, Synergy_Bliss=-0.762, Synergy_Loewe=-6.53, Synergy_HSA=3.38. (3) Drug 1: CC1=C2C(C(=O)C3(C(CC4C(C3C(C(C2(C)C)(CC1OC(=O)C(C(C5=CC=CC=C5)NC(=O)OC(C)(C)C)O)O)OC(=O)C6=CC=CC=C6)(CO4)OC(=O)C)O)C)O. Drug 2: CCN(CC)CCCC(C)NC1=C2C=C(C=CC2=NC3=C1C=CC(=C3)Cl)OC. Cell line: SNB-75. Synergy scores: CSS=4.97, Synergy_ZIP=-3.02, Synergy_Bliss=0.437, Synergy_Loewe=-2.79, Synergy_HSA=-0.823. (4) Synergy scores: CSS=-1.29, Synergy_ZIP=1.61, Synergy_Bliss=1.43, Synergy_Loewe=0.676, Synergy_HSA=0.189. Drug 1: CC1C(C(CC(O1)OC2CC(CC3=C2C(=C4C(=C3O)C(=O)C5=C(C4=O)C(=CC=C5)OC)O)(C(=O)CO)O)N)O.Cl. Cell line: OVCAR-4. Drug 2: C1CCN(CC1)CCOC2=CC=C(C=C2)C(=O)C3=C(SC4=C3C=CC(=C4)O)C5=CC=C(C=C5)O. (5) Drug 1: CN1CCC(CC1)COC2=C(C=C3C(=C2)N=CN=C3NC4=C(C=C(C=C4)Br)F)OC. Drug 2: C1CCC(CC1)NC(=O)N(CCCl)N=O. Cell line: IGROV1. Synergy scores: CSS=63.7, Synergy_ZIP=4.76, Synergy_Bliss=4.82, Synergy_Loewe=5.24, Synergy_HSA=8.13. (6) Drug 1: CC12CCC3C(C1CCC2O)C(CC4=C3C=CC(=C4)O)CCCCCCCCCS(=O)CCCC(C(F)(F)F)(F)F. Drug 2: B(C(CC(C)C)NC(=O)C(CC1=CC=CC=C1)NC(=O)C2=NC=CN=C2)(O)O. Cell line: BT-549. Synergy scores: CSS=47.2, Synergy_ZIP=4.28, Synergy_Bliss=4.75, Synergy_Loewe=-46.3, Synergy_HSA=-0.811.